Predict the product of the given reaction. From a dataset of Forward reaction prediction with 1.9M reactions from USPTO patents (1976-2016). (1) Given the reactants [CH3:1][S:2](Cl)(=[O:4])=[O:3].[NH2:6][C:7]1[CH:8]=[C:9]([C:14]2[CH:15]=[C:16]3[CH:22]=[CH:21][NH:20][C:17]3=[N:18][CH:19]=2)[CH:10]=[N:11][C:12]=1[Cl:13].C(N(CC)CC)C.N, predict the reaction product. The product is: [Cl:13][C:12]1[C:7]([NH:6][S:2]([CH3:1])(=[O:4])=[O:3])=[CH:8][C:9]([C:14]2[CH:15]=[C:16]3[CH:22]=[CH:21][NH:20][C:17]3=[N:18][CH:19]=2)=[CH:10][N:11]=1. (2) Given the reactants C[O:2][C:3]([C@H:5]1[CH2:10][CH2:9][C@H:8]([O:11][C:12]2[CH:17]=[CH:16][CH:15]=[C:14]([Cl:18])[CH:13]=2)[CH2:7][CH2:6]1)=O.O.[NH2:20][NH2:21], predict the reaction product. The product is: [Cl:18][C:14]1[CH:13]=[C:12]([CH:17]=[CH:16][CH:15]=1)[O:11][C@H:8]1[CH2:9][CH2:10][C@H:5]([C:3]([NH:20][NH2:21])=[O:2])[CH2:6][CH2:7]1. (3) Given the reactants [CH3:1][C:2]1[N:7]=[C:6]([C:8]2[CH:13]=[CH:12][CH:11]=[C:10]([C:14]3[CH:15]=[C:16]([S:20](Cl)(=[O:22])=[O:21])[CH:17]=[CH:18][CH:19]=3)[N:9]=2)[CH:5]=[C:4]([C:24]2[CH:29]=[CH:28][C:27]([C:30]([F:33])([F:32])[F:31])=[CH:26][CH:25]=2)[CH:3]=1.[CH2:34]([CH2:36][NH2:37])[OH:35], predict the reaction product. The product is: [OH:35][CH2:34][CH2:36][NH:37][S:20]([C:16]1[CH:17]=[CH:18][CH:19]=[C:14]([C:10]2[N:9]=[C:8]([C:6]3[CH:5]=[C:4]([C:24]4[CH:25]=[CH:26][C:27]([C:30]([F:32])([F:33])[F:31])=[CH:28][CH:29]=4)[CH:3]=[C:2]([CH3:1])[N:7]=3)[CH:13]=[CH:12][CH:11]=2)[CH:15]=1)(=[O:22])=[O:21]. (4) Given the reactants [Cl:1][C@H:2]1[CH2:6][N:5](C(OCC2C3C=CC=CC=3C3C2=CC=CC=3)=O)[C@@H:4]2[C@@H:24]([OH:27])[CH2:25][O:26][C@H:3]12.Cl[C@H]1CN(C(OCC2C=CC=CC=2)=O)[C@@H]2[C@@H](O)CO[C@H]12.[H][H], predict the reaction product. The product is: [Cl:1][C@H:2]1[CH2:6][NH:5][C@@H:4]2[C@@H:24]([OH:27])[CH2:25][O:26][C@H:3]12. (5) Given the reactants [Cl:1][C:2]1[CH:13]=[CH:12][C:5]([O:6][CH:7]([CH3:11])[CH2:8][CH2:9][OH:10])=[C:4]([O:14][C:15]2[CH:20]=[CH:19][CH:18]=[CH:17][CH:16]=2)[CH:3]=1.[CH3:21][S:22](Cl)(=[O:24])=[O:23], predict the reaction product. The product is: [Cl:1][C:2]1[CH:13]=[CH:12][C:5]([O:6][C@H:7]([CH3:11])[CH2:8][CH2:9][O:10][S:22]([CH3:21])(=[O:24])=[O:23])=[C:4]([O:14][C:15]2[CH:20]=[CH:19][CH:18]=[CH:17][CH:16]=2)[CH:3]=1. (6) Given the reactants [CH3:1][C:2]1([CH3:35])[CH2:5][CH:4]([CH:6]([NH:23][C:24]2[CH:25]=[N:26][C:27]3[C:32]([CH:33]=2)=[CH:31][C:30]([F:34])=[CH:29][CH:28]=3)[C:7]2[CH:22]=[CH:21][C:10]([C:11]([NH:13][CH2:14][CH2:15][C:16]([O:18]CC)=[O:17])=[O:12])=[CH:9][CH:8]=2)[CH2:3]1.O1CCCC1.[OH-].[Na+].Cl, predict the reaction product. The product is: [CH3:1][C:2]1([CH3:35])[CH2:5][CH:4]([CH:6]([NH:23][C:24]2[CH:25]=[N:26][C:27]3[C:32]([CH:33]=2)=[CH:31][C:30]([F:34])=[CH:29][CH:28]=3)[C:7]2[CH:8]=[CH:9][C:10]([C:11]([NH:13][CH2:14][CH2:15][C:16]([OH:18])=[O:17])=[O:12])=[CH:21][CH:22]=2)[CH2:3]1. (7) The product is: [NH2:15][C:12]1[CH:11]=[CH:10][C:9]([C:7]([C:6]2[CH:23]=[CH:24][C:3]([N:2]([CH3:25])[CH3:1])=[CH:4][CH:5]=2)=[O:8])=[CH:14][CH:13]=1. Given the reactants [CH3:1][N:2]([CH3:25])[C:3]1[CH:24]=[CH:23][C:6]([C:7]([C:9]2[CH:14]=[CH:13][C:12]([NH:15]C(=O)OC(C)(C)C)=[CH:11][CH:10]=2)=[O:8])=[CH:5][CH:4]=1, predict the reaction product.